From a dataset of Forward reaction prediction with 1.9M reactions from USPTO patents (1976-2016). Predict the product of the given reaction. The product is: [F:8][C:5]1[CH:6]=[CH:7][C:2]([C:18]([OH:20])([C:17]#[C:16][Si:15]([CH3:22])([CH3:21])[CH3:14])[CH3:19])=[N:3][CH:4]=1. Given the reactants Br[C:2]1[CH:7]=[CH:6][C:5]([F:8])=[CH:4][N:3]=1.C([Li])(CC)C.[CH3:14][Si:15]([CH3:22])([CH3:21])[C:16]#[C:17][C:18](=[O:20])[CH3:19], predict the reaction product.